From a dataset of Full USPTO retrosynthesis dataset with 1.9M reactions from patents (1976-2016). Predict the reactants needed to synthesize the given product. (1) The reactants are: [Cl:1][C:2]1[CH:10]=[C:9]([NH:11][C@H:12]2[CH2:17][CH2:16][CH2:15][CH:14]([F:18])[CH2:13]2)[C:5]([C:6]([O-:8])=[O:7])=[CH:4][N:3]=1.CO.C(O)(C(F)(F)F)=O. Given the product [Cl:1][C:2]1[CH:10]=[C:9]([NH:11][C@H:12]2[CH2:17][CH2:16][CH2:15][CH:14]([F:18])[CH2:13]2)[C:5]([C:6]([OH:8])=[O:7])=[CH:4][N:3]=1, predict the reactants needed to synthesize it. (2) The reactants are: [N+:1]([C:4]1[CH:9]=[CH:8][C:7]([S:10][CH:11]2[CH2:16][CH2:15][N:14](C(OC(C)(C)C)=O)[CH2:13][CH2:12]2)=[CH:6][CH:5]=1)([O-:3])=[O:2].[ClH:24].CCOCC. Given the product [Cl-:24].[N+:1]([C:4]1[CH:5]=[CH:6][C:7]([S:10][CH:11]2[CH2:16][CH2:15][NH2+:14][CH2:13][CH2:12]2)=[CH:8][CH:9]=1)([O-:3])=[O:2], predict the reactants needed to synthesize it. (3) The reactants are: [OH-].[NH4+:2].[CH2:3]([O:5][CH2:6][C:7]1[N:8]([CH2:32][CH2:33][CH3:34])[C:9]2[C:18]3[CH:17]=[C:16]([O:19][CH2:20][CH2:21][NH:22][C:23](=[O:29])[O:24][C:25]([CH3:28])([CH3:27])[CH3:26])[CH:15]=[CH:14][C:13]=3[N+:12]([O-])=[CH:11][C:10]=2[N:31]=1)[CH3:4].C1(C)C=CC(S(Cl)(=O)=O)=CC=1. Given the product [C:25]([O:24][C:23](=[O:29])[NH:22][CH2:21][CH2:20][O:19][C:16]1[CH:15]=[CH:14][C:13]2[N:12]=[C:11]([NH2:2])[C:10]3[N:31]=[C:7]([CH2:6][O:5][CH2:3][CH3:4])[N:8]([CH2:32][CH2:33][CH3:34])[C:9]=3[C:18]=2[CH:17]=1)([CH3:28])([CH3:27])[CH3:26], predict the reactants needed to synthesize it. (4) Given the product [CH3:18][S:19]([C:22]1[CH:23]=[CH:24][C:25]([C:28]2[N:33]3[N:34]=[C:35]([NH2:37])[N:36]=[C:32]3[CH:31]=[N:30][CH:29]=2)=[CH:26][CH:27]=1)(=[O:20])=[O:21].[CH3:18][S:19]([C:22]1[CH:23]=[CH:24][C:25]([C:28]2[N:33]3[N:34]=[C:35]([NH:37][C:39]4[CH:44]=[CH:43][CH:42]=[C:41]([N:45]5[CH2:50][CH2:49][N:48]([CH3:51])[CH2:47][CH2:46]5)[CH:40]=4)[N:36]=[C:32]3[CH:31]=[N:30][CH:29]=2)=[CH:26][CH:27]=1)(=[O:20])=[O:21], predict the reactants needed to synthesize it. The reactants are: CS(C1C=CC(C2N=C(N)C=NC=2)=CC=1)(=O)=O.[CH3:18][S:19]([C:22]1[CH:27]=[CH:26][C:25]([C:28]2[N:33]3[N:34]=[C:35]([NH2:37])[N:36]=[C:32]3[CH:31]=[N:30][CH:29]=2)=[CH:24][CH:23]=1)(=[O:21])=[O:20].Br[C:39]1[CH:40]=[C:41]([N:45]2[CH2:50][CH2:49][N:48]([CH3:51])[CH2:47][CH2:46]2)[CH:42]=[CH:43][CH:44]=1. (5) Given the product [Br:1][C:2]1[CH:3]=[C:4]2[C:8](=[CH:9][CH:10]=1)[N:7]([C:11]1[CH:16]=[C:15]([C:22]#[C:21][C@:23]3([OH:30])[CH2:27][CH2:26][N:25]([CH3:28])[C:24]3=[O:29])[CH:14]=[CH:13][N:12]=1)[N:6]=[C:5]2[C:18]([NH2:20])=[O:19], predict the reactants needed to synthesize it. The reactants are: [Br:1][C:2]1[CH:3]=[C:4]2[C:8](=[CH:9][CH:10]=1)[N:7]([C:11]1[CH:16]=[C:15](I)[CH:14]=[CH:13][N:12]=1)[N:6]=[C:5]2[C:18]([NH2:20])=[O:19].[C:21]([C@:23]1([OH:30])[CH2:27][CH2:26][N:25]([CH3:28])[C:24]1=[O:29])#[CH:22]. (6) Given the product [Br:15][C:12]1[NH:11][C:10]([CH3:13])=[N:9][C:8]=1[C:5]1[CH:6]=[CH:7][C:2]([F:1])=[C:3]([CH3:14])[CH:4]=1, predict the reactants needed to synthesize it. The reactants are: [F:1][C:2]1[CH:7]=[CH:6][C:5]([C:8]2[N:9]=[C:10]([CH3:13])[NH:11][CH:12]=2)=[CH:4][C:3]=1[CH3:14].[Br:15]N1C(=O)CCC1=O.